The task is: Predict the product of the given reaction.. This data is from Forward reaction prediction with 1.9M reactions from USPTO patents (1976-2016). (1) Given the reactants Br[C:2]1[CH:7]=[C:6]([Cl:8])[N:5]=[N:4][C:3]=1[NH2:9].Br[CH2:11][C:12]([C:14]1[CH:19]=[CH:18][C:17]([N:20]2[CH2:24][CH2:23][CH2:22][CH2:21]2)=[CH:16][CH:15]=1)=O.[NH:25]1[CH2:30][CH2:29][O:28][CH2:27][CH2:26]1, predict the reaction product. The product is: [Cl:8][C:6]1[CH:7]=[C:2]([N:25]2[CH2:30][CH2:29][O:28][CH2:27][CH2:26]2)[C:3]2[N:4]([CH:11]=[C:12]([C:14]3[CH:19]=[CH:18][C:17]([N:20]4[CH2:24][CH2:23][CH2:22][CH2:21]4)=[CH:16][CH:15]=3)[N:9]=2)[N:5]=1. (2) The product is: [CH3:16][S:17]([N:6]1[CH2:5][C@@H:4]([CH3:8])[NH:3][C@@H:2]([CH3:1])[CH2:7]1)(=[O:19])=[O:18]. Given the reactants [CH3:1][C@H:2]1[CH2:7][NH:6][CH2:5][C@@H:4]([CH3:8])[NH:3]1.C(N(CC)CC)C.[CH3:16][S:17](Cl)(=[O:19])=[O:18], predict the reaction product. (3) Given the reactants S(=O)(=O)(O)O.[O:6]1[CH:10]=[CH:9][CH:8]=[C:7]1[CH:11]=[CH:12][C:13](=[O:25])[C:14](=[CH:19][C:20]1[O:21][CH:22]=[CH:23][CH:24]=1)[CH2:15][C:16]([OH:18])=[O:17].[CH3:26][CH2:27]OC(C)=O.C(=O)(O)[O-].[Na+], predict the reaction product. The product is: [O:6]1[CH:10]=[CH:9][CH:8]=[C:7]1[CH:11]=[CH:12][C:13](=[O:25])[C:14](=[CH:19][C:20]1[O:21][CH:22]=[CH:23][CH:24]=1)[CH2:15][C:16]([O:18][CH2:26][CH3:27])=[O:17].